This data is from Catalyst prediction with 721,799 reactions and 888 catalyst types from USPTO. The task is: Predict which catalyst facilitates the given reaction. (1) Reactant: [Br:1][C:2]1[NH:3][C:4]([Cl:8])=[C:5]([Cl:7])[N:6]=1.[H-].[Na+].Cl[CH2:12][O:13][CH2:14][CH2:15][Si:16]([CH3:19])([CH3:18])[CH3:17].[Cl-].[NH4+]. Product: [Br:1][C:2]1[N:3]([CH2:12][O:13][CH2:14][CH2:15][Si:16]([CH3:19])([CH3:18])[CH3:17])[C:4]([Cl:8])=[C:5]([Cl:7])[N:6]=1. The catalyst class is: 1. (2) Reactant: Cl[C:2]1[N:7]=[C:6]([N:8]([CH3:22])[C:9]2[C:14]([F:15])=[CH:13][N:12]=[C:11]([C:16]3[CH:21]=[CH:20][CH:19]=[CH:18][CH:17]=3)[N:10]=2)[C:5]([F:23])=[CH:4][N:3]=1.[NH2:24][CH2:25][CH2:26][C:27]1[CH:28]=[N:29][CH:30]=[CH:31][CH:32]=1.C1(C)C=CC(S(O)(=O)=O)=CC=1. Product: [F:23][C:5]1[C:6]([N:8]([C:9]2[C:14]([F:15])=[CH:13][N:12]=[C:11]([C:16]3[CH:21]=[CH:20][CH:19]=[CH:18][CH:17]=3)[N:10]=2)[CH3:22])=[N:7][C:2]([NH:24][CH2:25][CH2:26][C:27]2[CH:28]=[N:29][CH:30]=[CH:31][CH:32]=2)=[N:3][CH:4]=1. The catalyst class is: 41.